Dataset: Reaction yield outcomes from USPTO patents with 853,638 reactions. Task: Predict the reaction yield, written as a fraction of the theoretical maximum amount of product (1.0 means a 100% yield; for example, 0.34 means a 34% yield). (1) The reactants are [Cl:1][C:2]1[CH:7]=[CH:6][CH:5]=[C:4]([Cl:8])[C:3]=1[C:9]1[S:10][C:11]2[C:12]([NH2:18])=[N:13][CH:14]=[CH:15][C:16]=2[N:17]=1.[CH:19]12[CH2:24][CH:23]1[C:22](=[O:25])[O:21][C:20]2=O. The catalyst is O1CCOCC1. The product is [Cl:8][C:4]1[CH:5]=[CH:6][CH:7]=[C:2]([Cl:1])[C:3]=1[C:9]1[S:10][C:11]2[C:12]([N:18]3[C:20](=[O:21])[CH:19]4[CH:23]([CH2:24]4)[C:22]3=[O:25])=[N:13][CH:14]=[CH:15][C:16]=2[N:17]=1. The yield is 0.788. (2) The reactants are CSC1SC(C(OC)=O)=CC=1C1[N:13]=[C:14]([NH:17][C:18]2[CH:23]=[CH:22][C:21]([O:24][CH2:25][C:26]3[CH:31]=[CH:30][CH:29]=[CH:28][CH:27]=3)=[CH:20][CH:19]=2)[S:15]C=1.[Br:32][CH2:33][C:34]([C:36]1[CH:37]=[C:38]([C:42]([O:44][CH3:45])=[S:43])[S:39][C:40]=1[CH3:41])=O.C(OC1C=CC(NC(N)=S)=CC=1)C1C=CC=CC=1. No catalyst specified. The product is [BrH:32].[C:26]1([CH2:25][O:24][C:21]2[CH:22]=[CH:23][C:18]([NH:17][C:14]3[S:15][CH:33]=[C:34]([C:36]4[CH:37]=[C:38]([C:42]([O:44][CH3:45])=[S:43])[S:39][C:40]=4[CH3:41])[N:13]=3)=[CH:19][CH:20]=2)[CH:27]=[CH:28][CH:29]=[CH:30][CH:31]=1. The yield is 0.760. (3) The reactants are [Cl:1][C:2]1[CH:8]=[CH:7][C:5]([NH2:6])=[CH:4][CH:3]=1.Cl[C:10]([O:12][CH2:13][CH3:14])=[O:11].Cl. The catalyst is N1C=CC=CC=1. The product is [Cl:1][C:2]1[CH:8]=[CH:7][C:5]([NH:6][C:10](=[O:11])[O:12][CH2:13][CH3:14])=[CH:4][CH:3]=1. The yield is 1.00.